From a dataset of Forward reaction prediction with 1.9M reactions from USPTO patents (1976-2016). Predict the product of the given reaction. (1) Given the reactants C(NC1C=CC(C2C=C3C(CN([C@@H](C(C)C)C(OC)=O)C3=O)=CC=2)=CC=1)(=O)C1C=CC=CC=1.[NH2:34][C:35]1[CH:40]=[CH:39][C:38]([C:41]2[CH:49]=[C:48]3[C:44]([CH2:45][N:46]([C@@H:51]([CH:56]([CH3:58])[CH3:57])[C:52]([O:54][CH3:55])=[O:53])[C:47]3=[O:50])=[CH:43][CH:42]=2)=[CH:37][CH:36]=1.[F:59][C:60]1[C:68]([C:69]([F:72])([F:71])[F:70])=[CH:67][CH:66]=[CH:65][C:61]=1[C:62](Cl)=[O:63], predict the reaction product. The product is: [F:59][C:60]1[C:68]([C:69]([F:70])([F:71])[F:72])=[CH:67][CH:66]=[CH:65][C:61]=1[C:62]([NH:34][C:35]1[CH:36]=[CH:37][C:38]([C:41]2[CH:49]=[C:48]3[C:44]([CH2:45][N:46]([C@@H:51]([CH:56]([CH3:58])[CH3:57])[C:52]([O:54][CH3:55])=[O:53])[C:47]3=[O:50])=[CH:43][CH:42]=2)=[CH:39][CH:40]=1)=[O:63]. (2) Given the reactants [CH:1](OCC)=[O:2].Cl.[CH3:7][O:8][C:9](=[O:13])[CH2:10][NH:11][CH3:12].C(=O)([O-])[O-].[K+].[K+], predict the reaction product. The product is: [CH3:7][O:8][C:9](=[O:13])[CH2:10][N:11]([CH:1]=[O:2])[CH3:12]. (3) Given the reactants CS(C)=O.C(Cl)(=O)C(Cl)=O.[CH2:11]([C:15]1[N:16]([CH2:28][CH2:29][CH2:30][CH:31]([C:33]2[CH:38]=[CH:37][CH:36]=[CH:35][CH:34]=2)[OH:32])[C:17]2[C:26]3[CH:25]=[CH:24][CH:23]=[CH:22][C:21]=3[N:20]=[CH:19][C:18]=2[N:27]=1)[CH2:12][CH2:13][CH3:14].C(N(CC)CC)C, predict the reaction product. The product is: [CH2:11]([C:15]1[N:16]([CH2:28][CH2:29][CH2:30][C:31]([C:33]2[CH:34]=[CH:35][CH:36]=[CH:37][CH:38]=2)=[O:32])[C:17]2[C:26]3[CH:25]=[CH:24][CH:23]=[CH:22][C:21]=3[N:20]=[CH:19][C:18]=2[N:27]=1)[CH2:12][CH2:13][CH3:14]. (4) Given the reactants [N+:1]([C:4]1[CH:9]=[CH:8][CH:7]=[CH:6][C:5]=1B(O)O)([O-:3])=[O:2].Cl.Br[C:15]1[CH:20]=[CH:19][N:18]=[CH:17][CH:16]=1.C([O-])([O-])=O.[Na+].[Na+].N#N, predict the reaction product. The product is: [N+:1]([C:4]1[CH:9]=[CH:8][CH:7]=[CH:6][C:5]=1[C:15]1[CH:20]=[CH:19][N:18]=[CH:17][CH:16]=1)([O-:3])=[O:2]. (5) The product is: [C:9]1([NH:15][C:16](=[O:17])[O:8][CH2:7][CH2:6][CH2:5][CH2:4][CH2:3][CH2:2][NH2:1])[CH:14]=[CH:13][CH:12]=[CH:11][CH:10]=1. Given the reactants [NH2:1][CH2:2][CH2:3][CH2:4][CH2:5][CH2:6][CH2:7][OH:8].[C:9]1([N:15]=[C:16]=[O:17])[CH:14]=[CH:13][CH:12]=[CH:11][CH:10]=1, predict the reaction product.